From a dataset of Catalyst prediction with 721,799 reactions and 888 catalyst types from USPTO. Predict which catalyst facilitates the given reaction. (1) Reactant: [NH2:1][CH2:2][CH2:3][CH2:4][N:5]1[CH2:10][CH2:9][CH:8]([C:11]2[CH:12]=[C:13]([NH:17][C:18](=[O:22])[CH:19]([CH3:21])[CH3:20])[CH:14]=[CH:15][CH:16]=2)[CH2:7][CH2:6]1.[CH3:23][C:24]1[O:28][N:27]=[C:26]([C:29]2[CH:34]=[CH:33][CH:32]=[CH:31][CH:30]=2)[C:25]=1[C:35](Cl)=[O:36]. Product: [C:18]([NH:17][C:13]1[CH:12]=[C:11]([CH:8]2[CH2:9][CH2:10][N:5]([CH2:4][CH2:3][CH2:2][NH:1][C:35]([C:25]3[C:26]([C:29]4[CH:34]=[CH:33][CH:32]=[CH:31][CH:30]=4)=[N:27][O:28][C:24]=3[CH3:23])=[O:36])[CH2:6][CH2:7]2)[CH:16]=[CH:15][CH:14]=1)(=[O:22])[CH:19]([CH3:20])[CH3:21]. The catalyst class is: 1. (2) Reactant: [N:1]([CH2:4][C:5]1[C:6]2[C:11]([CH:12]=[C:13]3[C:18]=1[CH:17]=[CH:16][CH:15]=[CH:14]3)=[CH:10][CH:9]=[CH:8][CH:7]=2)=[N+]=[N-].[C:32]1(P([C:32]2[CH:37]=[CH:36][CH:35]=[CH:34][CH:33]=2)[C:32]2[CH:37]=[CH:36][CH:35]=[CH:34][CH:33]=2)[CH:37]=[CH:36][CH:35]=[CH:34][CH:33]=1.O.Cl.O1CCC[CH2:41]1. Product: [CH:34]1[C:33]2[C:32](=[CH:7][C:6]3[C:5]([C:4]=2[NH:1][CH3:41])=[CH:18][CH:13]=[CH:12][CH:11]=3)[CH:37]=[CH:36][CH:35]=1.[NH2:1][CH2:4][C:5]1[C:6]2[C:11]([CH:12]=[C:13]3[C:18]=1[CH:17]=[CH:16][CH:15]=[CH:14]3)=[CH:10][CH:9]=[CH:8][CH:7]=2. The catalyst class is: 28.